This data is from Reaction yield outcomes from USPTO patents with 853,638 reactions. The task is: Predict the reaction yield, written as a fraction of the theoretical maximum amount of product (1.0 means a 100% yield; for example, 0.34 means a 34% yield). The reactants are [Cl-].O[NH3+:3].[C:4](=[O:7])([O-])[OH:5].[Na+].CS(C)=O.[CH3:13][O:14][C:15]1[CH:20]=[CH:19][C:18]([N:21]2[C:26](=[O:27])[C:25]([CH2:28][C:29]3[CH:34]=[CH:33][C:32]([C:35]4[C:36]([C:41]#[N:42])=[CH:37][CH:38]=[CH:39][CH:40]=4)=[CH:31][CH:30]=3)=[C:24]([CH2:43][CH2:44][CH3:45])[N:23]3[N:46]=[CH:47][N:48]=[C:22]23)=[CH:17][CH:16]=1. The catalyst is C(OCC)(=O)C. The product is [CH3:13][O:14][C:15]1[CH:16]=[CH:17][C:18]([N:21]2[C:26](=[O:27])[C:25]([CH2:28][C:29]3[CH:34]=[CH:33][C:32]([C:35]4[CH:40]=[CH:39][CH:38]=[CH:37][C:36]=4[C:41]4[NH:3][C:4](=[O:7])[O:5][N:42]=4)=[CH:31][CH:30]=3)=[C:24]([CH2:43][CH2:44][CH3:45])[N:23]3[N:46]=[CH:47][N:48]=[C:22]23)=[CH:19][CH:20]=1. The yield is 0.630.